Predict the reactants needed to synthesize the given product. From a dataset of Full USPTO retrosynthesis dataset with 1.9M reactions from patents (1976-2016). (1) Given the product [CH:30]([C:8]1[C:9]2[C:14](=[CH:13][C:12]([CH2:15][C:16]3[CH:17]=[C:18]([CH:23]=[CH:24][CH:25]=3)[C:19]([OH:21])=[O:20])=[CH:11][CH:10]=2)[NH:6][CH:7]=1)=[O:31], predict the reactants needed to synthesize it. The reactants are: O=P(Cl)(Cl)Cl.[NH:6]1[C:14]2[C:9](=[CH:10][CH:11]=[C:12]([CH2:15][C:16]3[CH:17]=[C:18]([CH:23]=[CH:24][CH:25]=3)[C:19]([O:21]C)=[O:20])[CH:13]=2)[CH:8]=[CH:7]1.O.CN([CH:30]=[O:31])C. (2) Given the product [CH2:1]([N:8]1[C:12]([C@H:13]([NH:18][CH2:33][C@H:32]2[C@@H:28]([F:27])[CH2:29][N:30]([C:35]([O:37][CH2:38][C:39]3[CH:44]=[CH:43][CH:42]=[CH:41][CH:40]=3)=[O:36])[CH2:31]2)[C:14]([CH3:17])([CH3:16])[CH3:15])=[N:11][C:10]([C:19]2[CH:24]=[C:23]([F:25])[CH:22]=[CH:21][C:20]=2[F:26])=[N:9]1)[C:2]1[CH:7]=[CH:6][CH:5]=[CH:4][CH:3]=1, predict the reactants needed to synthesize it. The reactants are: [CH2:1]([N:8]1[C:12]([C@H:13]([NH2:18])[C:14]([CH3:17])([CH3:16])[CH3:15])=[N:11][C:10]([C:19]2[CH:24]=[C:23]([F:25])[CH:22]=[CH:21][C:20]=2[F:26])=[N:9]1)[C:2]1[CH:7]=[CH:6][CH:5]=[CH:4][CH:3]=1.[F:27][C@@H:28]1[C@H:32]([CH:33]=O)[CH2:31][N:30]([C:35]([O:37][CH2:38][C:39]2[CH:44]=[CH:43][CH:42]=[CH:41][CH:40]=2)=[O:36])[CH2:29]1.[BH-](OC(C)=O)(OC(C)=O)OC(C)=O.[Na+].C[N+]1([O-])CCOCC1. (3) Given the product [CH3:10][CH:6]1[CH2:7][CH2:8][N:9]2[C:3](=[N:11][C:12]3[C:13]([C:14]2=[O:15])=[CH:17][CH:18]=[C:19]([C:21]([OH:23])=[O:22])[CH:20]=3)[CH2:4][CH2:5]1, predict the reactants needed to synthesize it. The reactants are: CO[C:3]1[CH2:4][CH2:5][CH:6]([CH3:10])[CH2:7][CH2:8][N:9]=1.[NH2:11][C:12]1[CH:20]=[C:19]([C:21]([OH:23])=[O:22])[CH:18]=[CH:17][C:13]=1[C:14](O)=[O:15]. (4) Given the product [Cl:21][CH2:22][CH2:23][CH2:24][CH2:25][CH:26]([C:27]1[NH:60][N:59]=[C:17]([NH:16][C:6]2[CH:7]=[CH:8][C:9]([N:10]3[CH:14]=[N:13][C:12]([CH3:15])=[N:11]3)=[C:4]([O:3][CH3:2])[CH:5]=2)[N:18]=1)[C:30]1[CH:31]=[CH:32][C:33]([S:36]([C:39]([F:42])([F:40])[F:41])(=[O:37])=[O:38])=[CH:34][CH:35]=1, predict the reactants needed to synthesize it. The reactants are: I.[CH3:2][O:3][C:4]1[CH:5]=[C:6]([NH:16][C:17](SC)=[NH:18])[CH:7]=[CH:8][C:9]=1[N:10]1[CH:14]=[N:13][C:12]([CH3:15])=[N:11]1.[Cl:21][CH2:22][CH2:23][CH2:24][CH2:25][CH:26]([C:30]1[CH:35]=[CH:34][C:33]([S:36]([C:39]([F:42])([F:41])[F:40])(=[O:38])=[O:37])=[CH:32][CH:31]=1)[C:27](O)=O.CN1CCOCC1.C(N(CC)C(C)C)(C)C.[NH2:59][NH2:60]. (5) The reactants are: Cl[C:2]1[N:7]=[C:6]([O:8][C:9]2[C:18]3[C:13](=[CH:14][CH:15]=[CH:16][CH:17]=3)[C:12]([NH:19][C:20]([NH:22][C:23]3[N:27]([C:28]4[CH:33]=[CH:32][C:31]([CH3:34])=[CH:30][CH:29]=4)[N:26]=[C:25]([C:35]([CH3:39])([C:37]#[CH:38])[CH3:36])[CH:24]=3)=[O:21])=[CH:11][CH:10]=2)[CH:5]=[CH:4][N:3]=1.[NH2:40][C:41]1[CH:42]=[C:43]([CH:55]=[C:56]([C:58]([F:61])([F:60])[F:59])[CH:57]=1)[C:44]([NH:46][CH2:47][CH2:48][N:49]1[CH2:54][CH2:53][O:52][CH2:51][CH2:50]1)=[O:45]. Given the product [CH3:36][C:35]([C:25]1[CH:24]=[C:23]([NH:22][C:20](=[O:21])[NH:19][C:12]2[C:13]3[C:18](=[CH:17][CH:16]=[CH:15][CH:14]=3)[C:9]([O:8][C:6]3[CH:5]=[CH:4][N:3]=[C:2]([NH:40][C:41]4[CH:42]=[C:43]([CH:55]=[C:56]([C:58]([F:61])([F:60])[F:59])[CH:57]=4)[C:44]([NH:46][CH2:47][CH2:48][N:49]4[CH2:50][CH2:51][O:52][CH2:53][CH2:54]4)=[O:45])[N:7]=3)=[CH:10][CH:11]=2)[N:27]([C:28]2[CH:33]=[CH:32][C:31]([CH3:34])=[CH:30][CH:29]=2)[N:26]=1)([C:37]#[CH:38])[CH3:39], predict the reactants needed to synthesize it.